From a dataset of Full USPTO retrosynthesis dataset with 1.9M reactions from patents (1976-2016). Predict the reactants needed to synthesize the given product. (1) Given the product [Cl:1][C:2]1[C:11]2[C:6](=[CH:7][C:8]([F:13])=[CH:9][C:10]=2[F:12])[N:5]=[C:4]([C:14]2[CH:15]=[N:16][C:17]([N:26]3[CH2:27][CH2:28][CH:23]([CH3:22])[CH2:24][CH2:25]3)=[CH:18][CH:19]=2)[C:3]=1[CH3:21], predict the reactants needed to synthesize it. The reactants are: [Cl:1][C:2]1[C:11]2[C:6](=[CH:7][C:8]([F:13])=[CH:9][C:10]=2[F:12])[N:5]=[C:4]([C:14]2[CH:15]=[N:16][C:17](F)=[CH:18][CH:19]=2)[C:3]=1[CH3:21].[CH3:22][CH:23]1[CH2:28][CH2:27][NH:26][CH2:25][CH2:24]1.C(=O)([O-])[O-].[K+].[K+].O. (2) Given the product [CH:15]1([C:2]2[CH:7]=[CH:6][C:5]([N+:8]([O-:10])=[O:9])=[CH:4][C:3]=2[C:11]([F:14])([F:13])[F:12])[CH2:18][CH2:17][CH2:16]1, predict the reactants needed to synthesize it. The reactants are: I[C:2]1[CH:7]=[CH:6][C:5]([N+:8]([O-:10])=[O:9])=[CH:4][C:3]=1[C:11]([F:14])([F:13])[F:12].[CH:15]1(B(O)O)[CH2:18][CH2:17][CH2:16]1.C(=O)([O-])[O-].[Cs+].[Cs+].C1(C)C=CC=CC=1. (3) Given the product [CH3:1][C:2]1([CH3:12])[C:11]2[C:6](=[CH:7][CH:8]=[C:9]([C:17](=[O:19])[CH3:18])[CH:10]=2)[S:5][CH2:4][CH2:3]1, predict the reactants needed to synthesize it. The reactants are: [CH3:1][C:2]1([CH3:12])[C:11]2[C:6](=[CH:7][CH:8]=[CH:9][CH:10]=2)[S:5][CH2:4][CH2:3]1.[Cl-].[Al+3].[Cl-].[Cl-].[C:17](Cl)(=[O:19])[CH3:18]. (4) Given the product [F:1][C:2]1[CH:7]=[N:6][C:5]([N:8]2[CH2:16][C@@H:15]3[C@@:10]([C:26]4[S:27][CH:28]=[CH:29][CH:30]=4)([N:11]=[C:12]([NH2:17])[S:13][CH2:14]3)[CH2:9]2)=[N:4][CH:3]=1, predict the reactants needed to synthesize it. The reactants are: [F:1][C:2]1[CH:3]=[N:4][C:5]([N:8]2[CH2:16][C@@H:15]3[C@@:10]([C:26]4[S:27][CH:28]=[CH:29][CH:30]=4)([N:11]=[C:12]([NH:17]C(=O)C4C=CC=CC=4)[S:13][CH2:14]3)[CH2:9]2)=[N:6][CH:7]=1.N1C=CC=CC=1.Cl.CON. (5) Given the product [O:1]1[C:5]2=[CH:6][N:7]=[C:8]([C:10]([OH:13])=[O:11])[CH:9]=[C:4]2[CH:3]=[CH:2]1, predict the reactants needed to synthesize it. The reactants are: [O:1]1[C:5]2=[CH:6][N:7]=[C:8]([CH:10]=[O:11])[CH:9]=[C:4]2[CH:3]=[CH:2]1.P([O-])(O)(O)=[O:13].[K+].Cl([O-])=O.[Na+].[OH-].[Na+]. (6) Given the product [C:38]([O:37][C:35]([N:29]1[CH2:34][CH2:33][N:32]([C:2]2[CH:3]=[CH:4][C:5]3[O:14][CH2:13][CH2:12][C:11]4[CH:10]=[C:9]([C:15]5[N:16]([C:20]6[CH:25]=[CH:24][C:23]([F:26])=[CH:22][C:21]=6[F:27])[N:17]=[CH:18][N:19]=5)[S:8][C:7]=4[C:6]=3[N:28]=2)[CH2:31][CH2:30]1)=[O:36])([CH3:41])([CH3:39])[CH3:40], predict the reactants needed to synthesize it. The reactants are: Cl[C:2]1[CH:3]=[CH:4][C:5]2[O:14][CH2:13][CH2:12][C:11]3[CH:10]=[C:9]([C:15]4[N:16]([C:20]5[CH:25]=[CH:24][C:23]([F:26])=[CH:22][C:21]=5[F:27])[N:17]=[CH:18][N:19]=4)[S:8][C:7]=3[C:6]=2[N:28]=1.[N:29]1([C:35]([O:37][C:38]([CH3:41])([CH3:40])[CH3:39])=[O:36])[CH2:34][CH2:33][NH:32][CH2:31][CH2:30]1. (7) Given the product [F:1][C:2]1[CH:3]=[C:4]([CH:8]=[CH:9][C:10]=1[N+:11]([O-:13])=[O:12])[C:5]([O:7][CH3:14])=[O:6], predict the reactants needed to synthesize it. The reactants are: [F:1][C:2]1[CH:3]=[C:4]([CH:8]=[CH:9][C:10]=1[N+:11]([O-:13])=[O:12])[C:5]([OH:7])=[O:6].[CH3:14]O.